From a dataset of Peptide-MHC class I binding affinity with 185,985 pairs from IEDB/IMGT. Regression. Given a peptide amino acid sequence and an MHC pseudo amino acid sequence, predict their binding affinity value. This is MHC class I binding data. (1) The peptide sequence is YMGLVKKAK. The MHC is HLA-A26:03 with pseudo-sequence HLA-A26:03. The binding affinity (normalized) is 0.0847. (2) The peptide sequence is FVSTMPVET. The MHC is HLA-A02:03 with pseudo-sequence HLA-A02:03. The binding affinity (normalized) is 0.448. (3) The binding affinity (normalized) is 0.597. The MHC is HLA-A68:02 with pseudo-sequence HLA-A68:02. The peptide sequence is HTCMSECVRL. (4) The peptide sequence is RECYVQRFYL. The binding affinity (normalized) is 0.352. The MHC is HLA-B44:03 with pseudo-sequence HLA-B44:03. (5) The peptide sequence is QAFEAGIDF. The MHC is HLA-A02:12 with pseudo-sequence HLA-A02:12. The binding affinity (normalized) is 0.0847. (6) The peptide sequence is ERWFVRNPF. The MHC is HLA-A01:01 with pseudo-sequence HLA-A01:01. The binding affinity (normalized) is 0.0847. (7) The binding affinity (normalized) is 0.0977. The peptide sequence is YTMDTVNRTH. The MHC is HLA-A11:01 with pseudo-sequence HLA-A11:01.